From a dataset of Forward reaction prediction with 1.9M reactions from USPTO patents (1976-2016). Predict the product of the given reaction. (1) Given the reactants [CH3:1][C:2]1[N:3]=[CH:4][C:5]2[C:10]([CH:11]=1)=[CH:9][CH:8]=[CH:7][CH:6]=2.[Br:12]Br, predict the reaction product. The product is: [Br:12][C:11]1[C:10]2[C:5](=[CH:6][CH:7]=[CH:8][CH:9]=2)[CH:4]=[N:3][C:2]=1[CH3:1]. (2) The product is: [CH3:23][N:2]([CH3:1])[C:3]([CH:5]1[CH2:10][CH2:9][N:8]([C:11]2[CH:16]=[CH:15][N:14]=[C:13]3[N:17]([CH3:22])[CH:18]=[C:19](/[CH:20]=[C:26]4\[O:27][C:28]5[CH:33]=[CH:32][C:31]([NH:34][C:35]([NH:37][C:38]6[CH:39]=[N:40][CH:41]=[CH:42][CH:43]=6)=[O:36])=[CH:30][C:29]=5[C:25]\4=[O:24])[C:12]=23)[CH2:7][CH2:6]1)=[O:4]. Given the reactants [CH3:1][N:2]([CH3:23])[C:3]([CH:5]1[CH2:10][CH2:9][N:8]([C:11]2[CH:16]=[CH:15][N:14]=[C:13]3[N:17]([CH3:22])[CH:18]=[C:19]([CH:20]=O)[C:12]=23)[CH2:7][CH2:6]1)=[O:4].[O:24]=[C:25]1[C:29]2[CH:30]=[C:31]([NH:34][C:35]([NH:37][C:38]3[CH:39]=[N:40][CH:41]=[CH:42][CH:43]=3)=[O:36])[CH:32]=[CH:33][C:28]=2[O:27][CH2:26]1.Cl, predict the reaction product.